Task: Predict which catalyst facilitates the given reaction.. Dataset: Catalyst prediction with 721,799 reactions and 888 catalyst types from USPTO Reactant: [CH2:1]([C:3]1[CH:10]=[CH:9][C:6]([C:7]#[N:8])=[CH:5][N:4]=1)[CH3:2].[Br:11]N1C(=O)CCC1=O.N(C(C)(C)C#N)=NC(C)(C)C#N. Product: [Br:11][CH:1]([C:3]1[CH:10]=[CH:9][C:6]([C:7]#[N:8])=[CH:5][N:4]=1)[CH3:2]. The catalyst class is: 22.